The task is: Predict which catalyst facilitates the given reaction.. This data is from Catalyst prediction with 721,799 reactions and 888 catalyst types from USPTO. (1) Reactant: C(O[C:4]([N:6]=[C:7]=[S:8])=[O:5])C.[CH2:9]([O:11][C:12]([CH3:24])([CH3:23])[CH2:13][NH:14][C:15]1[N:16]=[CH:17][NH:18][C:19]=1C(N)=O)[CH3:10]. Product: [CH2:9]([O:11][C:12]([CH3:23])([CH3:24])[CH2:13][N:14]1[C:15]2[N:16]=[CH:17][NH:18][C:19]=2[C:4](=[O:5])[NH:6][C:7]1=[S:8])[CH3:10]. The catalyst class is: 2. (2) Product: [CH3:1][O:2][C:3]1[CH:10]=[CH:9][CH:8]=[CH:7][C:4]=1[CH:5]=[N:25][S:22]([C:20]1[CH:19]=[CH:18][C:17]2[O:11][CH2:12][CH2:13][CH2:14][O:15][C:16]=2[CH:21]=1)(=[O:23])=[O:24]. Reactant: [CH3:1][O:2][C:3]1[CH:10]=[CH:9][CH:8]=[CH:7][C:4]=1[CH:5]=O.[O:11]1[C:17]2[CH:18]=[CH:19][C:20]([S:22]([NH2:25])(=[O:24])=[O:23])=[CH:21][C:16]=2[O:15][CH2:14][CH2:13][CH2:12]1.O.[O-2].[O-2].[O-2].O=[Si]=O.O=[Si]=O.O=[Si]=O.O=[Si]=O.[Al+3].[Al+3]. The catalyst class is: 11. (3) Reactant: [CH3:1][O:2][C:3]1[NH:4][C:5](=[O:27])[C:6]([CH2:12][C:13]2[CH:18]=[CH:17][C:16]([C:19]3[C:20]([C:25]#[N:26])=[CH:21][CH:22]=[CH:23][CH:24]=3)=[CH:15][CH:14]=2)=[C:7]([CH2:9][CH2:10][CH3:11])[N:8]=1.[CH3:28][C:29]1([CH3:41])[CH2:33][C:32]2[CH:34]=[C:35](B(O)O)[CH:36]=[CH:37][C:31]=2[O:30]1.C(N(CC)CC)C.N1C=CC=CC=1. Product: [CH3:28][C:29]1([CH3:41])[CH2:33][C:32]2[CH:34]=[C:35]([N:4]3[C:5](=[O:27])[C:6]([CH2:12][C:13]4[CH:18]=[CH:17][C:16]([C:19]5[C:20]([C:25]#[N:26])=[CH:21][CH:22]=[CH:23][CH:24]=5)=[CH:15][CH:14]=4)=[C:7]([CH2:9][CH2:10][CH3:11])[N:8]=[C:3]3[O:2][CH3:1])[CH:36]=[CH:37][C:31]=2[O:30]1. The catalyst class is: 560. (4) Reactant: [CH3:1][O:2][C:3]1[CH:8]=[C:7]([N+:9]([O-:11])=[O:10])[CH:6]=[CH:5][C:4]=1O.C(N(CC)CC)C.FC(F)(F)[S:22](OS(C(F)(F)F)(=O)=O)(=O)=O.O. Product: [CH3:1][O:2][C:3]1[CH:8]=[C:7]([N+:9]([O-:11])=[O:10])[CH:6]=[CH:5][C:4]=1[SH:22]. The catalyst class is: 2.